From a dataset of Reaction yield outcomes from USPTO patents with 853,638 reactions. Predict the reaction yield, written as a fraction of the theoretical maximum amount of product (1.0 means a 100% yield; for example, 0.34 means a 34% yield). (1) The reactants are [F:1][CH:2]([F:11])[O:3][C:4]1[CH:5]=[C:6]([CH:8]=[CH:9][CH:10]=1)[NH2:7].F[C:13]1[C:18]([C:19]2[N:24]=[C:23]([CH3:25])[N:22]=[C:21]([N:26]([CH2:36][C:37]3[CH:42]=[CH:41][C:40]([O:43][CH3:44])=[CH:39][CH:38]=3)[CH2:27][C:28]3[CH:33]=[CH:32][C:31]([O:34][CH3:35])=[CH:30][CH:29]=3)[N:20]=2)=[CH:17][CH:16]=[CH:15][N:14]=1.[Li+].C[Si]([N-][Si](C)(C)C)(C)C. The catalyst is C1COCC1. The product is [F:1][CH:2]([F:11])[O:3][C:4]1[CH:5]=[C:6]([NH:7][C:13]2[C:18]([C:19]3[N:24]=[C:23]([CH3:25])[N:22]=[C:21]([N:26]([CH2:27][C:28]4[CH:29]=[CH:30][C:31]([O:34][CH3:35])=[CH:32][CH:33]=4)[CH2:36][C:37]4[CH:38]=[CH:39][C:40]([O:43][CH3:44])=[CH:41][CH:42]=4)[N:20]=3)=[CH:17][CH:16]=[CH:15][N:14]=2)[CH:8]=[CH:9][CH:10]=1. The yield is 0.990. (2) The reactants are COC(O[CH:6]([CH3:14])/[CH:7]=[CH:8]/[C:9]([O:11][CH2:12][CH3:13])=[O:10])=O.[C:15]1(=[O:25])[NH:19][C:18](=[O:20])[C:17]2=[CH:21][CH:22]=[CH:23][CH:24]=[C:16]12.C([O-])([O-])=O.[Cs+].[Cs+].CCOC(C)=O. The catalyst is C(Cl)Cl.[Pd].CCCCCCC. The product is [C:15]1(=[O:25])[N:19]([CH:6]([CH3:14])/[CH:7]=[CH:8]/[C:9]([O:11][CH2:12][CH3:13])=[O:10])[C:18](=[O:20])[C:17]2=[CH:21][CH:22]=[CH:23][CH:24]=[C:16]12. The yield is 0.900. (3) The reactants are [OH:1][N:2]1[C:7]([CH3:9])([CH3:8])[CH2:6][CH:5]([OH:10])[CH2:4][C:3]1([CH3:12])[CH3:11].N(OC(C)(C)C)=O.[Br:20][C:21]1[CH:27]=[C:26]([Br:28])[CH:25]=[CH:24][C:22]=1N. The catalyst is [Cu](F)F.N1C=CC=CC=1. The product is [Br:20][C:21]1[CH:27]=[C:26]([Br:28])[CH:25]=[CH:24][C:22]=1[O:1][N:2]1[C:7]([CH3:8])([CH3:9])[CH2:6][CH:5]([OH:10])[CH2:4][C:3]1([CH3:12])[CH3:11]. The yield is 0.635. (4) The reactants are Cl.[NH:2]1[CH2:7][CH2:6][CH2:5][CH:4]([CH2:8][NH:9][C:10]([C:12]2[C:20]3[C:15](=[N:16][CH:17]=[C:18]([CH:21]4[CH2:23][CH2:22]4)[N:19]=3)[N:14]([CH2:24][O:25][CH2:26][CH2:27][Si:28]([CH3:31])([CH3:30])[CH3:29])[CH:13]=2)=[O:11])[CH2:3]1.C(N(CC)CC)C.[CH3:39][S:40](Cl)(=[O:42])=[O:41]. The catalyst is C(Cl)Cl. The product is [CH3:39][S:40]([N:2]1[CH2:7][CH2:6][CH2:5][CH:4]([CH2:8][NH:9][C:10]([C:12]2[C:20]3[C:15](=[N:16][CH:17]=[C:18]([CH:21]4[CH2:22][CH2:23]4)[N:19]=3)[N:14]([CH2:24][O:25][CH2:26][CH2:27][Si:28]([CH3:31])([CH3:30])[CH3:29])[CH:13]=2)=[O:11])[CH2:3]1)(=[O:42])=[O:41]. The yield is 0.980.